Dataset: Reaction yield outcomes from USPTO patents with 853,638 reactions. Task: Predict the reaction yield, written as a fraction of the theoretical maximum amount of product (1.0 means a 100% yield; for example, 0.34 means a 34% yield). (1) The reactants are [NH2:1][C:2]1[C:3]([OH:12])=[CH:4][C:5]2[C:10]([CH:11]=1)=[CH:9][CH:8]=[CH:7][CH:6]=2.Cl[C:14]1[C:22]([N+:23]([O-:25])=[O:24])=[CH:21][C:20]([N+:26]([O-:28])=[O:27])=[CH:19][C:15]=1[C:16]([OH:18])=[O:17].C([O-])(=O)C.[Na+].[OH-].[Na+]. The catalyst is O. The product is [OH:12][C:3]1[C:2]([NH:1][C:19]2[C:20]([N+:26]([O-:28])=[O:27])=[CH:21][C:22]([N+:23]([O-:25])=[O:24])=[CH:14][C:15]=2[C:16]([OH:18])=[O:17])=[CH:11][C:10]2[C:5]([CH:4]=1)=[CH:6][CH:7]=[CH:8][CH:9]=2. The yield is 0.840. (2) The reactants are [Br:1][C:2]1[CH:12]=[CH:11][C:5]2[O:6][CH2:7][C:8](=O)[NH:9][C:4]=2[CH:3]=1.[H-].[H-].[H-].[H-].[Li+].[Al+3]. The catalyst is C1COCC1. The product is [Br:1][C:2]1[CH:12]=[CH:11][C:5]2[O:6][CH2:7][CH2:8][NH:9][C:4]=2[CH:3]=1. The yield is 0.850. (3) The yield is 0.500. The reactants are [CH:1]([C:3]1[CH:11]=[CH:10][C:6]2[O:7][CH2:8][O:9][C:5]=2[CH:4]=1)=[CH2:2]. The catalyst is CO.[Pd]. The product is [CH2:1]([C:3]1[CH:11]=[CH:10][C:6]2[O:7][CH2:8][O:9][C:5]=2[CH:4]=1)[CH3:2]. (4) The reactants are CO[C:3]([C:5]1[CH:9]=[CH:8][N:7]([S:10](=[O:15])(=[O:14])[N:11]([CH3:13])[CH3:12])[N:6]=1)=[O:4].Cl.[CH3:17][NH:18][O:19][CH3:20].C([Mg]Cl)(C)C. The catalyst is C(Cl)Cl. The product is [CH3:20][O:19][N:18]([CH3:17])[C:3]([C:5]1[CH:9]=[CH:8][N:7]([S:10](=[O:14])(=[O:15])[N:11]([CH3:12])[CH3:13])[N:6]=1)=[O:4]. The yield is 0.710. (5) The reactants are [OH:1][CH2:2][C:3]1[CH:19]=[CH:18][C:6]2[N:7]=[C:8]([NH:10][C@@H:11]3[CH2:16][CH2:15][CH2:14][CH2:13][C@H:12]3[OH:17])[S:9][C:5]=2[CH:4]=1. The catalyst is C(Cl)Cl.[O-2].[Mn+4].[O-2]. The product is [OH:17][C@@H:12]1[CH2:13][CH2:14][CH2:15][CH2:16][C@H:11]1[NH:10][C:8]1[S:9][C:5]2[CH:4]=[C:3]([CH:2]=[O:1])[CH:19]=[CH:18][C:6]=2[N:7]=1. The yield is 0.990. (6) The reactants are N1C=CC=CC=1.S(Cl)(Cl)=O.[CH2:11]([C:13]1[CH:14]=[C:15]2[C:19](=[CH:20][CH:21]=1)[N:18]([CH2:22][C:23]([O:25][CH3:26])=[O:24])[C:17]([C:27]([OH:29])=O)=[CH:16]2)[CH3:12].Cl.[CH:31]1([CH2:37][CH2:38][N:39]2[C:43]([C:44]3[C:49]([O:50][CH3:51])=[CH:48][C:47]([CH3:52])=[CH:46][C:45]=3[O:53][CH3:54])=[N:42][C:41]([NH2:55])=[N:40]2)[CH2:36][CH2:35][CH2:34][CH2:33][CH2:32]1. The catalyst is ClCCl. The product is [CH:31]1([CH2:37][CH2:38][N:39]2[C:43]([C:44]3[C:49]([O:50][CH3:51])=[CH:48][C:47]([CH3:52])=[CH:46][C:45]=3[O:53][CH3:54])=[N:42][C:41]([NH:55][C:27]([C:17]3[N:18]([CH2:22][C:23]([O:25][CH3:26])=[O:24])[C:19]4[C:15]([CH:16]=3)=[CH:14][C:13]([CH2:11][CH3:12])=[CH:21][CH:20]=4)=[O:29])=[N:40]2)[CH2:36][CH2:35][CH2:34][CH2:33][CH2:32]1. The yield is 0.870. (7) The reactants are CS(O[CH2:6][CH2:7][CH2:8][C:9]1[N:13]([C:14]2[CH:19]=[CH:18][C:17]([C:20]([NH:22][CH2:23][CH3:24])=[O:21])=[CH:16][CH:15]=2)[N:12]=[N:11][C:10]=1[C:25]([NH:27][CH:28]1[CH2:30][CH2:29]1)=[O:26])(=O)=O.[O:31]=[C:32]1[C:40]2[C:35](=[CH:36][CH:37]=[CH:38][CH:39]=2)[C:34](=[O:41])[N-:33]1.[K+]. The catalyst is CN(C=O)C.O. The product is [CH:28]1([NH:27][C:25]([C:10]2[N:11]=[N:12][N:13]([C:14]3[CH:15]=[CH:16][C:17]([C:20]([NH:22][CH2:23][CH3:24])=[O:21])=[CH:18][CH:19]=3)[C:9]=2[CH2:8][CH2:7][CH2:6][N:33]2[C:34](=[O:41])[C:35]3[C:40](=[CH:39][CH:38]=[CH:37][CH:36]=3)[C:32]2=[O:31])=[O:26])[CH2:29][CH2:30]1. The yield is 0.904. (8) The reactants are [I:1][C:2]1[N:11]=[CH:10][C:9]2[CH2:8][CH2:7][C:6]3[C:12]([C:16]([O:18]CC)=O)=[N:13][N:14]([CH3:15])[C:5]=3[C:4]=2[N:3]=1.O.[NH4+:22]. The catalyst is CO. The product is [I:1][C:2]1[N:11]=[CH:10][C:9]2[CH2:8][CH2:7][C:6]3[C:12]([C:16]([NH2:22])=[O:18])=[N:13][N:14]([CH3:15])[C:5]=3[C:4]=2[N:3]=1. The yield is 0.540. (9) The product is [C:1]([O:5][C:6]([N:8]1[CH2:13][CH2:12][C@@H:11]([NH2:14])[C@H:10]([F:22])[CH2:9]1)=[O:7])([CH3:4])([CH3:2])[CH3:3]. The reactants are [C:1]([O:5][C:6]([N:8]1[CH2:13][CH2:12][C@@H:11]([NH:14]CC2C=CC=CC=2)[C@H:10]([F:22])[CH2:9]1)=[O:7])([CH3:4])([CH3:3])[CH3:2].C([O-])=O.[NH4+]. The yield is 1.00. The catalyst is CO.[Pd]. (10) The catalyst is C1COCC1.CCN(CC)CC.[Cu]I.Cl[Pd](Cl)([P](C1C=CC=CC=1)(C1C=CC=CC=1)C1C=CC=CC=1)[P](C1C=CC=CC=1)(C1C=CC=CC=1)C1C=CC=CC=1. The yield is 0.600. The product is [C:1]([CH2:4][CH2:5][C:6]1[C:18]([CH2:19][CH2:20][CH2:21][CH2:22][CH2:23][C:24]#[C:25][C:29]2[CH:28]=[C:27]([Br:26])[CH:32]=[C:31]([Br:33])[CH:30]=2)=[CH:17][CH:16]=[CH:15][C:7]=1[O:8][CH2:9][CH2:10][CH2:11][C:12]([OH:14])=[O:13])([OH:3])=[O:2]. The reactants are [C:1]([CH2:4][CH2:5][C:6]1[C:18]([CH2:19][CH2:20][CH2:21][CH2:22][CH2:23][C:24]#[CH:25])=[CH:17][CH:16]=[CH:15][C:7]=1[O:8][CH2:9][CH2:10][CH2:11][C:12]([OH:14])=[O:13])([OH:3])=[O:2].[Br:26][C:27]1[CH:28]=[C:29](I)[CH:30]=[C:31]([Br:33])[CH:32]=1.C(O)(C(F)(F)F)=O.